From a dataset of Reaction yield outcomes from USPTO patents with 853,638 reactions. Predict the reaction yield, written as a fraction of the theoretical maximum amount of product (1.0 means a 100% yield; for example, 0.34 means a 34% yield). (1) The reactants are [O:1]=[C:2]1[CH:7]([N:8]2[CH2:16][C:15]3[C:10](=[CH:11][CH:12]=[C:13]([CH2:17][NH:18][C:19](=[O:41])[C:20]([C:23]4[CH:28]=[CH:27][CH:26]=[CH:25][C:24]=4[N:29](C)[C:30](=O)OCC4C=CC=CC=4)([F:22])[F:21])[CH:14]=3)[C:9]2=[O:42])[CH2:6][CH2:5][C:4](=[O:43])[NH:3]1.[H][H]. The catalyst is CO.[OH-].[Pd+2].[OH-]. The product is [O:1]=[C:2]1[CH:7]([N:8]2[CH2:16][C:15]3[C:10](=[CH:11][CH:12]=[C:13]([CH2:17][NH:18][C:19](=[O:41])[C:20]([F:22])([F:21])[C:23]4[CH:28]=[CH:27][CH:26]=[CH:25][C:24]=4[NH:29][CH3:30])[CH:14]=3)[C:9]2=[O:42])[CH2:6][CH2:5][C:4](=[O:43])[NH:3]1. The yield is 0.800. (2) The reactants are [NH2:1][CH2:2][C@@H:3]1[O:8][C:7]2[N:9]=[CH:10][C:11]([NH2:13])=[CH:12][C:6]=2[N:5]([S:14]([C:17]2[CH:18]=[C:19]([CH3:23])[CH:20]=[CH:21][CH:22]=2)(=[O:16])=[O:15])[CH2:4]1.[C:24](OC(=O)C)(=[O:26])[CH3:25]. The catalyst is O1CCCC1. The product is [NH2:13][C:11]1[CH:10]=[N:9][C:7]2[O:8][C@@H:3]([CH2:2][NH:1][C:24](=[O:26])[CH3:25])[CH2:4][N:5]([S:14]([C:17]3[CH:18]=[C:19]([CH3:23])[CH:20]=[CH:21][CH:22]=3)(=[O:15])=[O:16])[C:6]=2[CH:12]=1. The yield is 0.550.